Dataset: Full USPTO retrosynthesis dataset with 1.9M reactions from patents (1976-2016). Task: Predict the reactants needed to synthesize the given product. (1) Given the product [C:1]([C:8]1[N:7]=[C:6]([CH3:21])[C:5]([I:4])=[C:10]([NH:11][CH2:12][C:13]([F:16])([F:15])[F:14])[N:9]=1)#[N:2], predict the reactants needed to synthesize it. The reactants are: [C-:1]#[N:2].[K+].[I:4][C:5]1[C:6]([CH3:21])=[N:7][C:8](S(C)(=O)=O)=[N:9][C:10]=1[NH:11][CH2:12][C:13]([F:16])([F:15])[F:14]. (2) Given the product [OH:12][C:4]1[CH:3]=[C:2]([I:22])[CH:10]=[CH:9][C:5]=1[C:6]([OH:8])=[O:7], predict the reactants needed to synthesize it. The reactants are: N[C:2]1[CH:10]=[CH:9][CH:5]([C:6]([OH:8])=[O:7])[C:4]([OH:12])(O)[CH:3]=1.S(=O)(=O)(O)O.N([O-])=O.[Na+].[I-:22].[K+]. (3) The reactants are: Br[C:2]1[CH:3]=[C:4]([NH:13][S:14]([CH2:17][CH3:18])(=[O:16])=[O:15])[CH:5]=[CH:6][C:7]=1[O:8][CH2:9][CH:10]1[CH2:12][CH2:11]1.[CH3:19][C:20]1([CH3:36])[C:24]([CH3:26])([CH3:25])[O:23][B:22]([B:22]2[O:23][C:24]([CH3:26])([CH3:25])[C:20]([CH3:36])([CH3:19])[O:21]2)[O:21]1.CC([O-])=O.[K+].CC12CC3(C)P(C4C=CC=CC=4)C(C)(CC(C)(O3)O1)O2. Given the product [CH:10]1([CH2:9][O:8][C:7]2[CH:6]=[CH:5][C:4]([NH:13][S:14]([CH2:17][CH3:18])(=[O:16])=[O:15])=[CH:3][C:2]=2[B:22]2[O:23][C:24]([CH3:26])([CH3:25])[C:20]([CH3:36])([CH3:19])[O:21]2)[CH2:12][CH2:11]1, predict the reactants needed to synthesize it. (4) Given the product [C:14]([NH:13][C:11]1[S:12][C:8]2[CH:7]=[C:6]([O:5][C:4]3[CH:3]=[C:2]([NH:1][C:27](=[O:28])[C:26]4[CH:30]=[CH:31][C:23]([Cl:22])=[C:24]([C:32]([C:35]#[N:36])([CH3:33])[CH3:34])[CH:25]=4)[CH:21]=[CH:20][CH:19]=3)[CH:18]=[CH:17][C:9]=2[N:10]=1)(=[O:16])[CH3:15], predict the reactants needed to synthesize it. The reactants are: [NH2:1][C:2]1[CH:3]=[C:4]([CH:19]=[CH:20][CH:21]=1)[O:5][C:6]1[CH:18]=[CH:17][C:9]2[N:10]=[C:11]([NH:13][C:14](=[O:16])[CH3:15])[S:12][C:8]=2[CH:7]=1.[Cl:22][C:23]1[CH:31]=[CH:30][C:26]([C:27](O)=[O:28])=[CH:25][C:24]=1[C:32]([C:35]#[N:36])([CH3:34])[CH3:33].O1CCCC1.C(Cl)(=O)C(Cl)=O. (5) Given the product [Cl:1][C:2]1[N:9]=[C:8]([F:12])[C:7]([F:11])=[CH:6][C:3]=1[C:4]#[N:5], predict the reactants needed to synthesize it. The reactants are: [Cl:1][C:2]1[N:9]=[C:8](Cl)[C:7]([F:11])=[CH:6][C:3]=1[C:4]#[N:5].[F-:12].[K+]. (6) Given the product [CH3:1][O:2][C:3]([CH:5]1[CH2:11][CH2:10][CH:9]2[N:12]([C:13]([O:15][C:16]([CH3:19])([CH3:18])[CH3:17])=[O:14])[CH:6]1[CH2:7][CH2:8]2)=[O:4], predict the reactants needed to synthesize it. The reactants are: [CH3:1][O:2][C:3]([C:5]1[CH:6]2[N:12]([C:13]([O:15][C:16]([CH3:19])([CH3:18])[CH3:17])=[O:14])[CH:9]([CH2:10][CH:11]=1)[CH2:8][CH2:7]2)=[O:4]. (7) Given the product [CH3:23][C:22]1[CH:11]=[C:10]([C:12]2[CH:17]=[CH:16][C:15]([F:18])=[CH:14][CH:13]=2)[O:20][N:19]=1, predict the reactants needed to synthesize it. The reactants are: C1(N=C=O)C=CC=CC=1.[C:10]([C:12]1[CH:17]=[CH:16][C:15]([F:18])=[CH:14][CH:13]=1)#[CH:11].[N+:19]([CH2:22][CH3:23])([O-])=[O:20].C(N(CC)CC)C. (8) Given the product [CH:1]1([CH2:4][O:5][C:6]2[CH:14]=[CH:13][C:9]3[O:10][CH2:11][O:12][C:8]=3[C:7]=2[C:15]2[C:16]3[NH:23][C:22]([CH3:24])=[C:21]([C:25]([NH:37][C@H:38]([CH2:68][C:69]4[CH:70]=[CH:71][C:72]([O:75][CH2:76][CH3:77])=[CH:73][CH:74]=4)[C:39]([N:41]4[CH2:42][CH2:43][CH:44]([N:47]5[N:56]=[C:55]([C:57]6[CH:62]=[CH:61][C:60]([O:63][CH3:64])=[C:59]([O:65][CH3:66])[CH:58]=6)[C@@H:54]6[C@@H:49]([CH2:50][CH2:51][CH2:52][CH2:53]6)[C:48]5=[O:67])[CH2:45][CH2:46]4)=[O:40])=[O:26])[C:17]=3[N:18]=[CH:19][N:20]=2)[CH2:3][CH2:2]1, predict the reactants needed to synthesize it. The reactants are: [CH:1]1([CH2:4][O:5][C:6]2[CH:14]=[CH:13][C:9]3[O:10][CH2:11][O:12][C:8]=3[C:7]=2[C:15]2[C:16]3[NH:23][C:22]([CH3:24])=[C:21]([C:25](O)=[O:26])[C:17]=3[N:18]=[CH:19][N:20]=2)[CH2:3][CH2:2]1.CCN(C(C)C)C(C)C.[NH2:37][C@H:38]([CH2:68][C:69]1[CH:74]=[CH:73][C:72]([O:75][CH2:76][CH3:77])=[CH:71][CH:70]=1)[C:39]([N:41]1[CH2:46][CH2:45][CH:44]([N:47]2[N:56]=[C:55]([C:57]3[CH:62]=[CH:61][C:60]([O:63][CH3:64])=[C:59]([O:65][CH3:66])[CH:58]=3)[C@@H:54]3[C@@H:49]([CH2:50][CH2:51][CH2:52][CH2:53]3)[C:48]2=[O:67])[CH2:43][CH2:42]1)=[O:40].CCOC(C(C#N)=NOC(N1CCOCC1)=[N+](C)C)=O.F[P-](F)(F)(F)(F)F.C(=O)(O)[O-].[Na+]. (9) Given the product [N+:18]([C:13]1[CH:14]=[N:15][CH:16]=[CH:17][C:12]=1[C@H:5]1[CH2:4][C@@H:3]([OH:21])[C@:2]2([OH:1])[C@@H:7]([CH2:8][CH2:9][CH2:10][CH2:11]2)[O:6]1)([O-:20])=[O:19], predict the reactants needed to synthesize it. The reactants are: [OH:1][C@:2]12[CH2:11][CH2:10][CH2:9][CH2:8][C@H:7]1[O:6][C@@H:5]([C:12]1[CH:17]=[CH:16][N:15]=[CH:14][C:13]=1[N+:18]([O-:20])=[O:19])[CH2:4][C:3]2=[O:21].[BH4-].[Na+].